This data is from Reaction yield outcomes from USPTO patents with 853,638 reactions. The task is: Predict the reaction yield, written as a fraction of the theoretical maximum amount of product (1.0 means a 100% yield; for example, 0.34 means a 34% yield). (1) The reactants are Br[C:2]1[CH:3]=[C:4]([C:8]2[N:9]([C:13]3[C:18]([CH:19]([CH3:21])[CH3:20])=[CH:17][CH:16]=[CH:15][C:14]=3[CH:22]([CH3:24])[CH3:23])[CH:10]=[CH:11][N:12]=2)[CH:5]=[CH:6][CH:7]=1.CC(C)([O-])C.[Na+].[C:31]1([NH:37][C:38]2[CH:43]=[CH:42][CH:41]=[C:40]([C:44]3[CH:49]=[CH:48][CH:47]=[CH:46][N:45]=3)[CH:39]=2)[CH:36]=[CH:35][CH:34]=[CH:33][CH:32]=1.ClCCl. The catalyst is C1(C)C(C)=CC=CC=1.C1C=CC(/C=C/C(/C=C/C2C=CC=CC=2)=O)=CC=1.C1C=CC(/C=C/C(/C=C/C2C=CC=CC=2)=O)=CC=1.C1C=CC(/C=C/C(/C=C/C2C=CC=CC=2)=O)=CC=1.[Pd].[Pd].C1(P(C2CCCCC2)C2C=CC=CC=2C2C(OC)=CC=CC=2OC)CCCCC1. The product is [CH:22]([C:14]1[CH:15]=[CH:16][CH:17]=[C:18]([CH:19]([CH3:21])[CH3:20])[C:13]=1[N:9]1[CH:10]=[CH:11][N:12]=[C:8]1[C:4]1[CH:3]=[C:2]([CH:7]=[CH:6][CH:5]=1)[N:37]([C:31]1[CH:32]=[CH:33][CH:34]=[CH:35][CH:36]=1)[C:38]1[CH:43]=[CH:42][CH:41]=[C:40]([C:44]2[CH:49]=[CH:48][CH:47]=[CH:46][N:45]=2)[CH:39]=1)([CH3:24])[CH3:23]. The yield is 0.910. (2) The reactants are [Cl:1][C:2]1[CH:7]=[CH:6][C:5]([C:8]#[C:9][Si](C)(C)C)=[CH:4][C:3]=1[NH:14][NH:15][C:16]([O:18][CH3:19])=[O:17].C([O-])([O-])=O.[K+].[K+]. The catalyst is CO. The product is [Cl:1][C:2]1[CH:7]=[CH:6][C:5]([C:8]#[CH:9])=[CH:4][C:3]=1[NH:14][NH:15][C:16]([O:18][CH3:19])=[O:17]. The yield is 0.500. (3) The reactants are [CH3:1][C:2]1([CH3:17])[C:10]2[C:5](=[CH:6][CH:7]=[C:8]([C:11]3[CH:12]=[N:13][N:14]([CH3:16])[CH:15]=3)[CH:9]=2)[NH:4][CH2:3]1.Br[C:19]1[C:23]2[CH2:24][N:25]([C:28](=[O:30])[CH3:29])[CH2:26][CH2:27][C:22]=2[N:21]([CH3:31])[N:20]=1.C(O[Na])(C)(C)C.COC(C)(C)C.C1(P(C2CCCCC2)C2C=CC=CC=2C2C(OC(C)C)=CC=CC=2OC(C)C)CCCCC1. The catalyst is O1CCOCC1.O. The product is [CH3:1][C:2]1([CH3:17])[C:10]2[C:5](=[CH:6][CH:7]=[C:8]([C:11]3[CH:12]=[N:13][N:14]([CH3:16])[CH:15]=3)[CH:9]=2)[N:4]([C:19]2[C:23]3[CH2:24][N:25]([C:28](=[O:30])[CH3:29])[CH2:26][CH2:27][C:22]=3[N:21]([CH3:31])[N:20]=2)[CH2:3]1. The yield is 0.180. (4) The catalyst is FC(F)(F)C(O)=O. The yield is 0.870. The product is [CH2:1]([N:3]1[C:7](=[NH:8])/[C:6](=[CH:9]/[C:10]2[CH:15]=[CH:14][C:13]([OH:16])=[C:12]([O:26][CH3:27])[CH:11]=2)/[NH:5][C:4]1=[O:28])[CH3:2]. The reactants are [CH2:1]([N:3]1[C:7](=[NH:8])/[C:6](=[CH:9]/[C:10]2[CH:15]=[CH:14][C:13]([O:16]CC3C=CC(OC)=CC=3)=[C:12]([O:26][CH3:27])[CH:11]=2)/[NH:5][C:4]1=[O:28])[CH3:2]. (5) The reactants are [NH2:1][C:2]1[CH:3]=[C:4]2[C:9](=[CH:10][CH:11]=1)[N:8]=[CH:7][CH:6]=[CH:5]2.[O:12]([C:19]1[CH:20]=[C:21]([CH:25]=[CH:26][CH:27]=1)[C:22](O)=[O:23])[C:13]1[CH:18]=[CH:17][CH:16]=[CH:15][CH:14]=1.F[P-](F)(F)(F)(F)F.N1(OC(N(C)C)=[N+](C)C)C2C=CC=CC=2N=N1.C(N(CC)CC)C. The catalyst is CN(C)C=O.O. The product is [O:12]([C:19]1[CH:20]=[C:21]([CH:25]=[CH:26][CH:27]=1)[C:22]([NH:1][C:2]1[CH:3]=[C:4]2[C:9](=[CH:10][CH:11]=1)[N:8]=[CH:7][CH:6]=[CH:5]2)=[O:23])[C:13]1[CH:14]=[CH:15][CH:16]=[CH:17][CH:18]=1. The yield is 0.930. (6) The product is [CH2:1]([O:8][C:9]1[CH:17]=[C:16]([O:18][CH2:19][C:20]2[CH:21]=[CH:22][CH:23]=[CH:24][CH:25]=2)[C:15]([C:26]([CH3:28])=[CH2:27])=[CH:14][C:10]=1[C:11]([N:34]1[CH2:33][C:32]2[C:36](=[CH:37][CH:38]=[CH:39][C:31]=2[OH:30])[CH2:35]1)=[O:13])[C:2]1[CH:7]=[CH:6][CH:5]=[CH:4][CH:3]=1. The yield is 0.960. The reactants are [CH2:1]([O:8][C:9]1[CH:17]=[C:16]([O:18][CH2:19][C:20]2[CH:25]=[CH:24][CH:23]=[CH:22][CH:21]=2)[C:15]([C:26]([CH3:28])=[CH2:27])=[CH:14][C:10]=1[C:11]([OH:13])=O)[C:2]1[CH:7]=[CH:6][CH:5]=[CH:4][CH:3]=1.Br.[OH:30][C:31]1[CH:39]=[CH:38][CH:37]=[C:36]2[C:32]=1[CH2:33][NH:34][CH2:35]2.Cl.C(N=C=NCCCN(C)C)C.ON1C2C=CC=CC=2N=N1.C(N(CC)CC)C. The catalyst is CN(C)C=O. (7) The reactants are [CH3:1][C:2]1[C:3]([C@H:8]2[CH2:13][CH2:12][CH2:11][C@@H:10]([C:14]3[C:19]([CH3:20])=[CH:18][CH:17]=[CH:16][N:15]=3)[NH:9]2)=[N:4][CH:5]=[CH:6][CH:7]=1.[CH2:21]([N:28]1[CH2:32][C:31]([CH2:33][CH2:34]OS(C)(=O)=O)=[CH:30][NH:29]1)[C:22]1[CH:27]=[CH:26][CH:25]=[CH:24][CH:23]=1.CC1(C)CCCC(C)(C)N1. The catalyst is CC#N. The product is [CH2:21]([N:28]1[CH2:32][C:31]([CH2:33][CH2:34][N:9]2[C@H:8]([C:3]3[C:2]([CH3:1])=[CH:7][CH:6]=[CH:5][N:4]=3)[CH2:13][CH2:12][CH2:11][C@@H:10]2[C:14]2[C:19]([CH3:20])=[CH:18][CH:17]=[CH:16][N:15]=2)=[CH:30][NH:29]1)[C:22]1[CH:27]=[CH:26][CH:25]=[CH:24][CH:23]=1. The yield is 0.930. (8) The reactants are [C-]#[N:2].[Na+].[NH2:4][C:5]1[CH:10]=[CH:9][C:8]([CH3:11])=[CH:7][CH:6]=1.[C:12]1(=O)[CH2:18][CH2:17][CH2:16][CH2:15][CH2:14][CH2:13]1.C(OCC)(=O)C. The catalyst is C(O)(=O)C. The product is [CH3:11][C:8]1[CH:9]=[CH:10][C:5]([NH:4][C:14]2([C:13]#[N:2])[CH2:15][CH2:16][CH2:17][CH2:18][CH2:12]2)=[CH:6][CH:7]=1. The yield is 0.960.